The task is: Predict the product of the given reaction.. This data is from Forward reaction prediction with 1.9M reactions from USPTO patents (1976-2016). (1) Given the reactants C1(P(C2C=CC=CC=2)C2C=CC=CC=2)C=CC=CC=1.N1C=CN=C1.[I:25]I.O[CH2:28][CH2:29][C@H:30]1[CH2:34][O:33][C:32]([CH3:36])([CH3:35])[O:31]1.S([O-])([O-])(=O)=S.[Na+].[Na+], predict the reaction product. The product is: [I:25][CH2:28][CH2:29][C@H:30]1[CH2:34][O:33][C:32]([CH3:36])([CH3:35])[O:31]1. (2) Given the reactants ClC1C=CC=CC=1NC(=O)NC1C=CC(C2SC(C3CCC(CC(O)=O)CC3)=NC=2)=CC=1.[F:33][C:34]1[CH:35]=[C:36]([NH:42][C:43](=[O:68])[NH:44][C:45]2[CH:50]=[CH:49][C:48]([C:51]3[S:55][C:54]([CH:56]4[CH2:61][CH2:60][CH:59]([CH2:62][C:63]([O:65]CC)=[O:64])[CH2:58][CH2:57]4)=[N:53][CH:52]=3)=[CH:47][CH:46]=2)[CH:37]=[C:38]([F:41])[C:39]=1[F:40], predict the reaction product. The product is: [F:33][C:34]1[CH:35]=[C:36]([NH:42][C:43](=[O:68])[NH:44][C:45]2[CH:50]=[CH:49][C:48]([C:51]3[S:55][C:54]([CH:56]4[CH2:57][CH2:58][CH:59]([CH2:62][C:63]([OH:65])=[O:64])[CH2:60][CH2:61]4)=[N:53][CH:52]=3)=[CH:47][CH:46]=2)[CH:37]=[C:38]([F:41])[C:39]=1[F:40]. (3) Given the reactants [NH:1]1[CH2:7][CH2:6][CH2:5][NH:4][CH2:3][CH2:2]1.C(N(CC)CC)C.[C:15](O[C:15]([O:17][C:18]([CH3:21])([CH3:20])[CH3:19])=[O:16])([O:17][C:18]([CH3:21])([CH3:20])[CH3:19])=[O:16], predict the reaction product. The product is: [C:18]([O:17][C:15]([N:1]1[CH2:7][CH2:6][CH2:5][NH:4][CH2:3][CH2:2]1)=[O:16])([CH3:21])([CH3:20])[CH3:19]. (4) Given the reactants [C:1]([C:3]1[C:4]([N:17]2[CH2:20][CH:19]([C:21](O)=[O:22])[CH2:18]2)=[N:5][C:6]([CH:14]([F:16])[F:15])=[C:7]([C:9]([O:11][CH2:12][CH3:13])=[O:10])[CH:8]=1)#[N:2].[C:24]([C:26]1[CH:31]=[CH:30][CH:29]=[CH:28][C:27]=1[CH2:32][S:33]([NH2:36])(=[O:35])=[O:34])#[N:25], predict the reaction product. The product is: [C:1]([C:3]1[C:4]([N:17]2[CH2:18][CH:19]([C:21]([NH:36][S:33]([CH2:32][C:27]3[CH:28]=[CH:29][CH:30]=[CH:31][C:26]=3[C:24]#[N:25])(=[O:34])=[O:35])=[O:22])[CH2:20]2)=[N:5][C:6]([CH:14]([F:15])[F:16])=[C:7]([CH:8]=1)[C:9]([O:11][CH2:12][CH3:13])=[O:10])#[N:2]. (5) Given the reactants [Br:1][C:2]1[CH:7]=[CH:6][C:5]([OH:8])=[CH:4][CH:3]=1.[H-].[Na+].Br[CH:12]1[CH2:17][CH2:16][O:15][C:13]1=[O:14], predict the reaction product. The product is: [Br:1][C:2]1[CH:7]=[CH:6][C:5]([O:8][CH:12]2[CH2:17][CH2:16][O:15][C:13]2=[O:14])=[CH:4][CH:3]=1. (6) Given the reactants Br[CH2:2][CH2:3][O:4][CH2:5][CH2:6][N:7]1[C:11]2[CH:12]=[CH:13][CH:14]=[CH:15][C:10]=2[N:9]([C:16]2[C:21]([F:22])=[CH:20][CH:19]=[CH:18][C:17]=2[F:23])[S:8]1(=[O:25])=[O:24].[CH2:26]([NH2:28])[CH3:27], predict the reaction product. The product is: [F:23][C:17]1[CH:18]=[CH:19][CH:20]=[C:21]([F:22])[C:16]=1[N:9]1[C:10]2[CH:15]=[CH:14][CH:13]=[CH:12][C:11]=2[N:7]([CH2:6][CH2:5][O:4][CH2:3][CH2:2][NH:28][CH2:26][CH3:27])[S:8]1(=[O:25])=[O:24]. (7) Given the reactants [CH3:1][C:2]1[CH:11]=[C:10]([CH2:12][C:13]2[CH:30]=[CH:29][C:16]([C:17]([NH:19][C@@H:20]3[CH2:24][NH:23][CH2:22][C@@H:21]3[C:25]([O:27][CH3:28])=[O:26])=[O:18])=[CH:15][CH:14]=2)[C:9]2[C:4](=[CH:5][CH:6]=[CH:7][CH:8]=2)[N:3]=1.C(N(CC)CC)C.[CH2:38](Br)[C:39]#[CH:40], predict the reaction product. The product is: [CH3:1][C:2]1[CH:11]=[C:10]([CH2:12][C:13]2[CH:14]=[CH:15][C:16]([C:17]([NH:19][C@@H:20]3[CH2:24][N:23]([CH2:40][C:39]#[CH:38])[CH2:22][C@@H:21]3[C:25]([O:27][CH3:28])=[O:26])=[O:18])=[CH:29][CH:30]=2)[C:9]2[C:4](=[CH:5][CH:6]=[CH:7][CH:8]=2)[N:3]=1.